This data is from Reaction yield outcomes from USPTO patents with 853,638 reactions. The task is: Predict the reaction yield, written as a fraction of the theoretical maximum amount of product (1.0 means a 100% yield; for example, 0.34 means a 34% yield). (1) The reactants are [Br:1][C:2]1[CH:7]=[CH:6][CH:5]=[C:4]([CH3:8])[C:3]=1[Cl:9].[Br:10]N1C(=O)CCC1=O.C(OOC(=O)C1C=CC=CC=1)(=O)C1C=CC=CC=1. The catalyst is C(Cl)(Cl)(Cl)Cl. The product is [Br:1][C:2]1[CH:7]=[CH:6][CH:5]=[C:4]([CH2:8][Br:10])[C:3]=1[Cl:9]. The yield is 0.460. (2) The reactants are [OH-].[K+].[F:3][C:4]1[C:5]([I:24])=[CH:6][C:7](=[O:23])[N:8]([CH2:10][CH2:11][C@@:12]([CH3:22])([S:18]([CH3:21])(=[O:20])=[O:19])[C:13]([O:15]CC)=[O:14])[CH:9]=1. The catalyst is CC1CCCO1.O.[OH-].[Na+]. The product is [F:3][C:4]1[C:5]([I:24])=[CH:6][C:7](=[O:23])[N:8]([CH2:10][CH2:11][C@@:12]([CH3:22])([S:18]([CH3:21])(=[O:20])=[O:19])[C:13]([OH:15])=[O:14])[CH:9]=1. The yield is 0.448.